This data is from Full USPTO retrosynthesis dataset with 1.9M reactions from patents (1976-2016). The task is: Predict the reactants needed to synthesize the given product. (1) Given the product [CH3:18][O:19][C:20]1[CH:25]=[CH:24][C:23]([NH:26][N:27]=[CH:9][C:8]2[C:7]([Br:6])=[CH:14][C:13]([CH3:15])=[CH:12][C:11]=2[Br:16])=[CH:22][CH:21]=1, predict the reactants needed to synthesize it. The reactants are: C(=O)(O)[O-].[Na+].[Br:6][C:7]1[CH:14]=[C:13]([CH3:15])[CH:12]=[C:11]([Br:16])[C:8]=1[CH:9]=O.Cl.[CH3:18][O:19][C:20]1[CH:25]=[CH:24][C:23]([NH:26][NH2:27])=[CH:22][CH:21]=1. (2) Given the product [Cl:20][C:21]1[CH:22]=[C:23]([N+:28]([O-:30])=[O:29])[CH:24]=[CH:25][C:26]=1[O:8][C:4]1[CH:5]=[CH:6][CH:7]=[C:2]([S:1][CH2:9][CH:10]([CH3:13])[CH3:11])[CH:3]=1, predict the reactants needed to synthesize it. The reactants are: [SH:1][C:2]1[CH:3]=[C:4]([OH:8])[CH:5]=[CH:6][CH:7]=1.[CH3:9][C:10]([CH3:13])([O-])[CH3:11].[Na+].BrCC(C)C.[Cl:20][C:21]1[CH:22]=[C:23]([N+:28]([O-:30])=[O:29])[CH:24]=[CH:25][C:26]=1F.